Dataset: Full USPTO retrosynthesis dataset with 1.9M reactions from patents (1976-2016). Task: Predict the reactants needed to synthesize the given product. (1) Given the product [F:15][C:14]([F:17])([F:16])[C:10]1[CH:9]=[C:8]([CH:13]=[CH:12][CH:11]=1)[CH2:7][CH:2]1[S:27][C:26](=[N:25][C:22]2[CH:23]=[CH:24][C:19]([CH3:18])=[CH:20][CH:21]=2)[NH:28][C:3]1=[O:5], predict the reactants needed to synthesize it. The reactants are: Cl[CH:2]([CH2:7][C:8]1[CH:13]=[CH:12][CH:11]=[C:10]([C:14]([F:17])([F:16])[F:15])[CH:9]=1)[C:3]([O:5]C)=O.[CH3:18][C:19]1[CH:24]=[CH:23][C:22]([NH:25][C:26]([NH2:28])=[S:27])=[CH:21][CH:20]=1.C([O-])(=O)C.[Na+]. (2) Given the product [CH3:25][C:26]1[N:27]=[C:28]([C:45]2[CH:46]=[CH:47][C:48]([C:51]([F:54])([F:52])[F:53])=[CH:49][CH:50]=2)[S:29][C:30]=1[CH2:31][NH:32][C:33]1[CH:34]=[CH:35][C:36]([C@@H:39]2[CH2:41][C@H:40]2[C:42]([NH2:2])=[O:44])=[CH:37][CH:38]=1, predict the reactants needed to synthesize it. The reactants are: C[N:2](C(ON1N=NC2C=CC=NC1=2)=[N+](C)C)C.F[P-](F)(F)(F)(F)F.[CH3:25][C:26]1[N:27]=[C:28]([C:45]2[CH:50]=[CH:49][C:48]([C:51]([F:54])([F:53])[F:52])=[CH:47][CH:46]=2)[S:29][C:30]=1[CH2:31][NH:32][C:33]1[CH:38]=[CH:37][C:36]([C@@H:39]2[CH2:41][C@H:40]2[C:42]([OH:44])=O)=[CH:35][CH:34]=1.N.CO. (3) Given the product [CH3:1][O:2][C:3]1[CH:4]=[CH:5][CH:6]=[C:7]2[C:12]=1[N:11]=[CH:10][CH:9]=[C:8]2[CH2:13][OH:14], predict the reactants needed to synthesize it. The reactants are: [CH3:1][O:2][C:3]1[CH:4]=[CH:5][CH:6]=[C:7]2[C:12]=1[N:11]=[CH:10][CH:9]=[C:8]2[C:13](OC)=[O:14].[BH4-].[Na+].CO. (4) Given the product [S:9](=[O:11])(=[O:10])([O:7][C:1]1[CH:6]=[CH:5][CH:4]=[CH:3][CH:2]=1)[NH2:12], predict the reactants needed to synthesize it. The reactants are: [C:1]1([OH:7])[CH:6]=[CH:5][CH:4]=[CH:3][CH:2]=1.Cl[S:9]([N:12]=C=O)(=[O:11])=[O:10].O. (5) Given the product [CH3:51][O:50][C:36]1[CH:35]=[C:34]([CH2:33][N:7]2[CH2:6][CH2:5][N:4]([C:8]([O:10][C:11]([CH3:14])([CH3:13])[CH3:12])=[O:9])[CH2:3][C:2]2=[O:1])[CH:39]=[CH:38][C:37]=1[C:40]1[CH:45]=[CH:44][C:43]([C:46]([O:48][CH3:49])=[O:47])=[CH:42][CH:41]=1, predict the reactants needed to synthesize it. The reactants are: [O:1]=[C:2]1[NH:7][CH2:6][CH2:5][N:4]([C:8]([O:10][C:11]([CH3:14])([CH3:13])[CH3:12])=[O:9])[CH2:3]1.C1OCCOCCOCCOCCOC1.[H-].[Na+].Br[CH2:33][C:34]1[CH:39]=[CH:38][C:37]([C:40]2[CH:45]=[CH:44][C:43]([C:46]([O:48][CH3:49])=[O:47])=[CH:42][CH:41]=2)=[C:36]([O:50][CH3:51])[CH:35]=1. (6) Given the product [CH2:1]([O:3][C:4]([N:6]1[CH2:23][CH2:22][C:10]2[C:11]3[CH:12]([CH:19]4[CH2:20][CH2:21]4)[CH2:13][CH2:14][C:15]=3[CH:16]=[CH:17][C:9]=2[CH2:8][CH2:7]1)=[O:5])[CH3:2], predict the reactants needed to synthesize it. The reactants are: [CH2:1]([O:3][C:4]([N:6]1[CH2:23][CH2:22][C:10]2[C:11]3[C:12]([CH:19]4[CH2:21][CH2:20]4)(O)[CH2:13][CH2:14][C:15]=3[CH:16]=[CH:17][C:9]=2[CH2:8][CH2:7]1)=[O:5])[CH3:2].C([SiH](CC)CC)C.B(F)(F)F.CCOCC. (7) The reactants are: [CH:1]([C:3]1[CH:8]=[CH:7][C:6]([C:9]2[O:13][N:12]=[C:11]([C:14]3[CH:29]=[C:28]([CH3:30])[C:17]([O:18][CH2:19][CH:20]([OH:27])[CH2:21][NH:22][C:23](=[O:26])[CH2:24][OH:25])=[C:16]([CH3:31])[CH:15]=3)[N:10]=2)=[CH:5][CH:4]=1)=O.[CH3:32][NH:33][CH3:34]. Given the product [CH3:32][N:33]([CH2:1][C:3]1[CH:8]=[CH:7][C:6]([C:9]2[O:13][N:12]=[C:11]([C:14]3[CH:29]=[C:28]([CH3:30])[C:17]([O:18][CH2:19][CH:20]([OH:27])[CH2:21][NH:22][C:23](=[O:26])[CH2:24][OH:25])=[C:16]([CH3:31])[CH:15]=3)[N:10]=2)=[CH:5][CH:4]=1)[CH3:34], predict the reactants needed to synthesize it. (8) Given the product [CH3:1][C:2]([CH3:23])([CH3:22])[CH2:3][N:4]1[C:8]2[N:9]=[C:10]([C:13]#[N:14])[N:11]=[CH:12][C:7]=2[CH:6]=[C:5]1[CH2:15][N:16]1[CH2:21][CH2:20][N:19]([CH2:25][C:26]2[CH:31]=[CH:30][C:29]([F:32])=[CH:28][CH:27]=2)[CH2:18][CH2:17]1, predict the reactants needed to synthesize it. The reactants are: [CH3:1][C:2]([CH3:23])([CH3:22])[CH2:3][N:4]1[C:8]2[N:9]=[C:10]([C:13]#[N:14])[N:11]=[CH:12][C:7]=2[CH:6]=[C:5]1[CH2:15][N:16]1[CH2:21][CH2:20][NH:19][CH2:18][CH2:17]1.Br[CH2:25][C:26]1[CH:31]=[CH:30][C:29]([F:32])=[CH:28][CH:27]=1.C(=O)([O-])[O-].[K+].[K+].CCCCCC.